Dataset: Forward reaction prediction with 1.9M reactions from USPTO patents (1976-2016). Task: Predict the product of the given reaction. (1) Given the reactants [C:1]([O:4]C)(=[O:3])[CH3:2].[Na].[F:7][C:8]1[C:13]([O:14][C:15]2[CH:20]=[CH:19][CH:18]=[CH:17][CH:16]=2)=[C:12]([F:21])[CH:11]=[CH:10][C:9]=1/[CH:22]=[N:23]/[S:24]([C:26]([CH3:29])([CH3:28])[CH3:27])=[O:25], predict the reaction product. The product is: [F:7][C:8]1[C:13]([O:14][C:15]2[CH:20]=[CH:19][CH:18]=[CH:17][CH:16]=2)=[C:12]([F:21])[CH:11]=[CH:10][C:9]=1[CH:22]([NH:23][S:24]([C:26]([CH3:29])([CH3:28])[CH3:27])=[O:25])[CH2:2][C:1]([OH:4])=[O:3]. (2) Given the reactants [Li][CH2:2]CCC.C(NC(C)C)(C)C.[CH3:13][CH:14]([CH3:19])[C:15]([O:17][CH3:18])=[O:16].[N+:20]([CH:23](Br)[C:24]1C=CC=CC=1)([O-:22])=[O:21].[CH2:31]1[CH2:35]O[CH2:33][CH2:32]1, predict the reaction product. The product is: [CH3:13][C:14]([CH3:2])([CH2:19][C:31]1[CH:35]=[CH:24][C:23]([N+:20]([O-:22])=[O:21])=[CH:33][CH:32]=1)[C:15]([O:17][CH3:18])=[O:16]. (3) Given the reactants Cl[C:2]1[N:3]=[C:4]2[CH:12]=[C:11]([CH3:13])[N:10]=[CH:9][C:5]2=[N:6][C:7]=1[Cl:8].[F:14][CH:15]([F:18])[CH2:16][NH2:17].CCN(C(C)C)C(C)C.[NH4+].[Cl-], predict the reaction product. The product is: [Cl:8][C:7]1[N:6]=[C:5]2[CH:9]=[N:10][C:11]([CH3:13])=[CH:12][C:4]2=[N:3][C:2]=1[NH:17][CH2:16][CH:15]([F:18])[F:14]. (4) Given the reactants CO.C(OC(=O)[C:7](=[CH:13][C:14]1[CH:19]=[CH:18][C:17]([OH:20])=[CH:16][CH:15]=1)[C:8]([O:10]CC)=[O:9])C.[C-:22]#[N:23].[K+], predict the reaction product. The product is: [C:22]([CH:13]([C:14]1[CH:15]=[CH:16][C:17]([OH:20])=[CH:18][CH:19]=1)[CH2:7][C:8]([OH:10])=[O:9])#[N:23]. (5) Given the reactants B(Br)(Br)[Br:2].[F:5][C:6]1[CH:13]=[CH:12][C:11]([CH3:14])=[CH:10][C:7]=1[CH2:8]O, predict the reaction product. The product is: [F:5][C:6]1[CH:13]=[CH:12][C:11]([CH3:14])=[CH:10][C:7]=1[CH2:8][Br:2]. (6) Given the reactants Br[C:2]1[CH:3]=[C:4]2[C:9](=[CH:10][CH:11]=1)[NH:8][C:7](=[O:12])[CH2:6][N:5]2[CH3:13].[N+:14]([C:17]1[CH:18]=[C:19](B(O)O)[CH:20]=[CH:21][CH:22]=1)([O-:16])=[O:15], predict the reaction product. The product is: [N+:14]([C:17]1[CH:22]=[C:21]([C:2]2[CH:3]=[C:4]3[C:9](=[CH:10][CH:11]=2)[NH:8][C:7](=[O:12])[CH2:6][N:5]3[CH3:13])[CH:20]=[CH:19][CH:18]=1)([O-:16])=[O:15]. (7) Given the reactants [C:1](=[NH:24])([O:3][CH2:4][CH2:5][C:6]1[CH:11]=[CH:10][C:9]([O:12][C:13]2[CH:18]=[CH:17][C:16]([Cl:19])=[C:15]([C:20]([F:23])([F:22])[F:21])[CH:14]=2)=[CH:8][CH:7]=1)[NH2:2].[CH:25]([CH:27]([CH2:32][C:33]([O:35][CH3:36])=[O:34])[C:28](OC)=O)=[O:26].C([O-])([O-])=O.[K+].[K+], predict the reaction product. The product is: [Cl:19][C:16]1[CH:17]=[CH:18][C:13]([O:12][C:9]2[CH:8]=[CH:7][C:6]([CH2:5][CH2:4][O:3][C:1]3[NH:2][CH:28]=[C:27]([CH2:32][C:33]([O:35][CH3:36])=[O:34])[C:25](=[O:26])[N:24]=3)=[CH:11][CH:10]=2)=[CH:14][C:15]=1[C:20]([F:23])([F:22])[F:21]. (8) Given the reactants [CH2:1]([O:3][C:4]([C:6]1([C:9]2[CH:14]=[CH:13][C:12]([C:15]3[CH:20]=[CH:19][C:18]([C:21]4[O:25][N:24]=[C:23]([CH3:26])[C:22]=4[CH2:27][C:28](O)=[O:29])=[CH:17][CH:16]=3)=[CH:11][CH:10]=2)[CH2:8][CH2:7]1)=[O:5])[CH3:2].[CH2:31]1[C:39]2[C:34](=[CH:35][CH:36]=[CH:37][CH:38]=2)[CH2:33][CH:32]1[NH2:40], predict the reaction product. The product is: [CH2:1]([O:3][C:4]([C:6]1([C:9]2[CH:10]=[CH:11][C:12]([C:15]3[CH:20]=[CH:19][C:18]([C:21]4[O:25][N:24]=[C:23]([CH3:26])[C:22]=4[CH2:27][C:28](=[O:29])[NH:40][CH:32]4[CH2:33][C:34]5[C:39](=[CH:38][CH:37]=[CH:36][CH:35]=5)[CH2:31]4)=[CH:17][CH:16]=3)=[CH:13][CH:14]=2)[CH2:8][CH2:7]1)=[O:5])[CH3:2].